This data is from Reaction yield outcomes from USPTO patents with 853,638 reactions. The task is: Predict the reaction yield, written as a fraction of the theoretical maximum amount of product (1.0 means a 100% yield; for example, 0.34 means a 34% yield). (1) The reactants are [CH3:1][O:2][C:3]1[CH:4]=[CH:5][C:6]([N+:10]([O-:12])=[O:11])=[C:7]([CH:9]=1)[NH2:8].[Br:13][C:14]1[CH:21]=[C:20]([F:22])[C:17]([CH2:18]N)=[C:16]([F:23])[CH:15]=1.CCN(C(C)C)C(C)C. The catalyst is C(#N)C. The product is [Br:13][C:14]1[CH:21]=[C:20]([F:22])[C:17]([CH2:18][NH:8][C:7]2[CH:9]=[C:3]([O:2][CH3:1])[CH:4]=[CH:5][C:6]=2[N+:10]([O-:12])=[O:11])=[C:16]([F:23])[CH:15]=1. The yield is 0.801. (2) The reactants are [N+:1]([C:4]1[CH:5]=[C:6]2[C:10](=[CH:11][CH:12]=1)[NH:9][C:8](=[O:13])[CH2:7]2)([O-])=O. The catalyst is CO.[Pd]. The product is [NH2:1][C:4]1[CH:5]=[C:6]2[C:10](=[CH:11][CH:12]=1)[NH:9][C:8](=[O:13])[CH2:7]2. The yield is 0.600. (3) The reactants are C=O.[CH3:3][C:4]1[CH:5]=[C:6]([NH:16][C:17]2[N:22]=[C:21]([CH2:23][CH2:24][C:25]3[CH:30]=[CH:29][CH:28]=[CH:27][C:26]=3[CH2:31][C:32]([NH2:34])=[O:33])[C:20]([C:35]([F:38])([F:37])[F:36])=[CH:19][N:18]=2)[CH:7]=[CH:8][C:9]=1[CH:10]1[CH2:15][CH2:14][NH:13][CH2:12][CH2:11]1.[C:39](O[BH-](OC(=O)C)OC(=O)C)(=O)C.[Na+]. The catalyst is CO. The product is [CH3:3][C:4]1[CH:5]=[C:6]([NH:16][C:17]2[N:22]=[C:21]([CH2:23][CH2:24][C:25]3[CH:30]=[CH:29][CH:28]=[CH:27][C:26]=3[CH2:31][C:32]([NH2:34])=[O:33])[C:20]([C:35]([F:38])([F:36])[F:37])=[CH:19][N:18]=2)[CH:7]=[CH:8][C:9]=1[CH:10]1[CH2:15][CH2:14][N:13]([CH3:39])[CH2:12][CH2:11]1. The yield is 0.890. (4) The reactants are [CH3:1][O:2][C:3]1[CH:4]=[C:5]2[C:10](=[CH:11][CH:12]=1)[C:9](=[O:13])[NH:8][CH2:7][CH2:6]2.[H-].[Na+].[CH2:16]1COCC1. The catalyst is [NH4+].[Cl-]. The product is [CH3:1][O:2][C:3]1[CH:4]=[C:5]2[C:10](=[CH:11][CH:12]=1)[C:9](=[O:13])[N:8]([CH3:16])[CH2:7][CH2:6]2. The yield is 1.00. (5) The reactants are [CH2:1]([CH:3]1[CH2:11][C:6]2(OCC[O:7]2)[CH2:5][CH:4]1[C:12]1[N:16]2[C:17]3[CH:23]=[CH:22][N:21]([CH2:24][O:25][CH2:26][CH2:27][Si:28]([CH3:31])([CH3:30])[CH3:29])[C:18]=3[N:19]=[CH:20][C:15]2=[N:14][N:13]=1)[CH3:2].Cl. The catalyst is C1COCC1. The product is [CH2:1]([CH:3]1[CH:4]([C:12]2[N:16]3[C:17]4[CH:23]=[CH:22][N:21]([CH2:24][O:25][CH2:26][CH2:27][Si:28]([CH3:29])([CH3:31])[CH3:30])[C:18]=4[N:19]=[CH:20][C:15]3=[N:14][N:13]=2)[CH2:5][C:6](=[O:7])[CH2:11]1)[CH3:2]. The yield is 0.810. (6) The reactants are [NH2:1][C:2]1[CH:7]=[CH:6][C:5]([Br:8])=[CH:4][C:3]=1[NH2:9].[O:10]1[C:15]2[CH:16]=[CH:17][CH:18]=[CH:19][C:14]=2[O:13][CH2:12][CH:11]1[C:20](O)=O.C(Cl)CCl.C1C=CC2N(O)N=NC=2C=1.N[NH-]. The catalyst is CN(C=O)C.C(OCC)(=O)C.C(OC(=O)C)(=O)C. The product is [Br:8][C:5]1[CH:6]=[CH:7][C:2]2[NH:1][C:20]([CH:11]3[O:10][C:15]4[CH:16]=[CH:17][CH:18]=[CH:19][C:14]=4[O:13][CH2:12]3)=[N:9][C:3]=2[CH:4]=1. The yield is 0.620. (7) The yield is 0.470. The reactants are [F:1][C:2]1[CH:32]=[CH:31][C:5]([CH2:6][N:7]2[C:12](=[O:13])[C:11]([C:14]3[NH:19][C:18]4[CH:20]=[CH:21][C:22](I)=[CH:23][C:17]=4[S:16](=[O:26])(=[O:25])[N:15]=3)=[C:10]([OH:27])[C:9]3=[CH:28][CH:29]=[CH:30][N:8]23)=[CH:4][CH:3]=1.P([O-])([O-])([O-])=O.[K+].[K+].[K+].N(CC(O)=O)C.[CH3:47][S:48]([NH2:51])(=[O:50])=[O:49]. The product is [F:1][C:2]1[CH:32]=[CH:31][C:5]([CH2:6][N:7]2[C:12](=[O:13])[C:11]([C:14]3[NH:19][C:18]4[CH:20]=[CH:21][C:22]([NH:51][S:48]([CH3:47])(=[O:50])=[O:49])=[CH:23][C:17]=4[S:16](=[O:26])(=[O:25])[N:15]=3)=[C:10]([OH:27])[C:9]3=[CH:28][CH:29]=[CH:30][N:8]23)=[CH:4][CH:3]=1. The catalyst is CN(C)C=O.C(OCC)(=O)C.[Cu]I.C(OCC)C.CO.